This data is from Reaction yield outcomes from USPTO patents with 853,638 reactions. The task is: Predict the reaction yield, written as a fraction of the theoretical maximum amount of product (1.0 means a 100% yield; for example, 0.34 means a 34% yield). (1) The yield is 0.620. The catalyst is [C-]#N.[C-]#N.[Zn+2].C1C=CC([P]([Pd]([P](C2C=CC=CC=2)(C2C=CC=CC=2)C2C=CC=CC=2)([P](C2C=CC=CC=2)(C2C=CC=CC=2)C2C=CC=CC=2)[P](C2C=CC=CC=2)(C2C=CC=CC=2)C2C=CC=CC=2)(C2C=CC=CC=2)C2C=CC=CC=2)=CC=1. The product is [Cl:28][C:8]1[C:7]([C:31]#[N:32])=[CH:15][CH:14]=[C:13]2[C:9]=1[CH:10]=[C:11]([CH:25]([F:26])[F:27])[N:12]2[S:16]([C:19]1[CH:24]=[CH:23][CH:22]=[CH:21][CH:20]=1)(=[O:17])=[O:18]. The reactants are FC(F)(F)S(O[C:7]1[C:8]([Cl:28])=[C:9]2[C:13](=[CH:14][CH:15]=1)[N:12]([S:16]([C:19]1[CH:24]=[CH:23][CH:22]=[CH:21][CH:20]=1)(=[O:18])=[O:17])[C:11]([CH:25]([F:27])[F:26])=[CH:10]2)(=O)=O.[CH3:31][N:32](C=O)C. (2) The reactants are C[O:2][C:3](=[O:14])[C:4]1[CH:9]=[C:8]([N+:10]([O-:12])=[O:11])[CH:7]=[C:6]([Cl:13])[CH:5]=1.[OH-].[Na+]. The catalyst is CO.O. The product is [Cl:13][C:6]1[CH:5]=[C:4]([CH:9]=[C:8]([N+:10]([O-:12])=[O:11])[CH:7]=1)[C:3]([OH:14])=[O:2]. The yield is 0.920.